The task is: Predict the reactants needed to synthesize the given product.. This data is from Retrosynthesis with 50K atom-mapped reactions and 10 reaction types from USPTO. Given the product CCOC(=O)c1cccc(Sc2c(C)n(-c3cnn(C(C)C)c3)c3cc(Cl)ccc23)c1, predict the reactants needed to synthesize it. The reactants are: CC(C)n1cc(Br)cn1.CCOC(=O)c1cccc(Sc2c(C)[nH]c3cc(Cl)ccc23)c1.